Task: Regression. Given a peptide amino acid sequence and an MHC pseudo amino acid sequence, predict their binding affinity value. This is MHC class I binding data.. Dataset: Peptide-MHC class I binding affinity with 185,985 pairs from IEDB/IMGT (1) The peptide sequence is MPLETQLAI. The MHC is HLA-B35:01 with pseudo-sequence HLA-B35:01. The binding affinity (normalized) is 0.683. (2) The peptide sequence is TQHFGWHAF. The MHC is BoLA-HD6 with pseudo-sequence BoLA-HD6. The binding affinity (normalized) is 0.219. (3) The peptide sequence is QNSRGDKQR. The MHC is Mamu-B8301 with pseudo-sequence Mamu-B8301. The binding affinity (normalized) is 0.654.